This data is from Reaction yield outcomes from USPTO patents with 853,638 reactions. The task is: Predict the reaction yield, written as a fraction of the theoretical maximum amount of product (1.0 means a 100% yield; for example, 0.34 means a 34% yield). (1) The product is [CH3:13][O:14][C:15](=[O:26])[CH:16]([C:17]1[C:22]([F:23])=[CH:21][CH:20]=[C:19]([Cl:24])[C:18]=1[F:25])[CH2:7][C:6]#[N:9]. The reactants are C([Li])CCC.[CH:6]([NH:9]C(C)C)(C)[CH3:7].[CH3:13][O:14][C:15](=[O:26])[CH2:16][C:17]1[C:22]([F:23])=[CH:21][CH:20]=[C:19]([Cl:24])[C:18]=1[F:25].ICC#N.[Cl-].[NH4+]. The yield is 0.590. The catalyst is C1COCC1. (2) The product is [CH3:7][C:6]1[O:5][C:4]([C:8]([OH:10])=[O:9])=[CH:3][C:2]=1[C:17]1[N:13]([CH3:12])[N:14]=[CH:15][CH:16]=1. The yield is 0.850. The catalyst is O1CCOCC1.O.CC(C)([P](C(C)(C)C)([Pd][P](C(C)(C)C)(C(C)(C)C)C(C)(C)C)C(C)(C)C)C. The reactants are Br[C:2]1[CH:3]=[C:4]([C:8]([O:10]C)=[O:9])[O:5][C:6]=1[CH3:7].[CH3:12][N:13]1[C:17](B2OC(C)(C)C(C)(C)O2)=[CH:16][CH:15]=[N:14]1.C(=O)([O-])[O-].[K+].[K+].[OH-].[Na+]. (3) The reactants are [C:1]([NH:4][C:5]1[C:10](=O)[NH:9][C:8]([C:12]2[CH:17]=[CH:16][CH:15]=[CH:14][CH:13]=2)=[N:7][CH:6]=1)(=[O:3])[CH3:2].C(N(CC)CC)C.P(Cl)(Cl)([Cl:27])=O.C(=O)([O-])O.[Na+]. The catalyst is C(#N)C.[Cl-].C([N+](CC)(CC)CC)C.O. The product is [C:1]([NH:4][C:5]1[C:10]([Cl:27])=[N:9][C:8]([C:12]2[CH:17]=[CH:16][CH:15]=[CH:14][CH:13]=2)=[N:7][CH:6]=1)(=[O:3])[CH3:2]. The yield is 0.911. (4) The reactants are [Br:1][C:2]1[CH:19]=[CH:18][CH:17]=[CH:16][C:3]=1[C:4]([NH:6][C:7]1[CH:12]=[CH:11][CH:10]=[C:9]([N+:13]([O-])=O)[CH:8]=1)=[O:5].C1COCC1.S(S([O-])=O)([O-])=O.[Na+].[Na+]. The catalyst is O. The product is [NH2:13][C:9]1[CH:8]=[C:7]([NH:6][C:4](=[O:5])[C:3]2[CH:16]=[CH:17][CH:18]=[CH:19][C:2]=2[Br:1])[CH:12]=[CH:11][CH:10]=1. The yield is 0.660.